Dataset: NCI-60 drug combinations with 297,098 pairs across 59 cell lines. Task: Regression. Given two drug SMILES strings and cell line genomic features, predict the synergy score measuring deviation from expected non-interaction effect. (1) Drug 1: CC1=C2C(C(=O)C3(C(CC4C(C3C(C(C2(C)C)(CC1OC(=O)C(C(C5=CC=CC=C5)NC(=O)OC(C)(C)C)O)O)OC(=O)C6=CC=CC=C6)(CO4)OC(=O)C)O)C)O. Drug 2: CC12CCC3C(C1CCC2OP(=O)(O)O)CCC4=C3C=CC(=C4)OC(=O)N(CCCl)CCCl.[Na+]. Cell line: MCF7. Synergy scores: CSS=32.5, Synergy_ZIP=21.0, Synergy_Bliss=21.6, Synergy_Loewe=17.6, Synergy_HSA=16.1. (2) Drug 1: CN1C2=C(C=C(C=C2)N(CCCl)CCCl)N=C1CCCC(=O)O.Cl. Drug 2: B(C(CC(C)C)NC(=O)C(CC1=CC=CC=C1)NC(=O)C2=NC=CN=C2)(O)O. Cell line: A498. Synergy scores: CSS=51.4, Synergy_ZIP=8.17, Synergy_Bliss=7.15, Synergy_Loewe=-36.4, Synergy_HSA=6.51. (3) Drug 1: CS(=O)(=O)C1=CC(=C(C=C1)C(=O)NC2=CC(=C(C=C2)Cl)C3=CC=CC=N3)Cl. Drug 2: C1=CC=C(C=C1)NC(=O)CCCCCCC(=O)NO. Cell line: DU-145. Synergy scores: CSS=20.4, Synergy_ZIP=-4.12, Synergy_Bliss=0.0746, Synergy_Loewe=-25.0, Synergy_HSA=-1.43.